From a dataset of Full USPTO retrosynthesis dataset with 1.9M reactions from patents (1976-2016). Predict the reactants needed to synthesize the given product. (1) The reactants are: [CH3:1][O:2][C:3]1[CH:8]=[CH:7][C:6]([C:9]2[CH2:14][CH2:13][C:12](=O)[CH2:11][CH:10]=2)=[CH:5][CH:4]=1.[NH:16]1[CH2:19][CH:18]([NH:20][C:21]([CH2:23][NH:24][C:25](=[O:36])[C:26]2[CH:31]=[CH:30][CH:29]=[C:28]([C:32]([F:35])([F:34])[F:33])[CH:27]=2)=[O:22])[CH2:17]1. Given the product [CH3:1][O:2][C:3]1[CH:8]=[CH:7][C:6]([CH:9]2[CH2:14][CH2:13][CH:12]([N:16]3[CH2:19][CH:18]([NH:20][C:21]([CH2:23][NH:24][C:25](=[O:36])[C:26]4[CH:31]=[CH:30][CH:29]=[C:28]([C:32]([F:35])([F:33])[F:34])[CH:27]=4)=[O:22])[CH2:17]3)[CH2:11][CH2:10]2)=[CH:5][CH:4]=1, predict the reactants needed to synthesize it. (2) Given the product [CH3:23][N:20]1[CH2:21][CH2:22][CH:17]([O:16][C:14]2[CH:13]=[CH:12][CH:11]=[C:10]3[C:15]=2[C:6]([NH:5][C:4]2[CH:24]=[CH:25][C:26]([O:27][CH2:29][C:30]4[N:31]=[CH:32][S:33][CH:34]=4)=[C:2]([CH3:1])[CH:3]=2)=[N:7][CH:8]=[N:9]3)[CH2:18][CH2:19]1, predict the reactants needed to synthesize it. The reactants are: [CH3:1][C:2]1[CH:3]=[C:4]([CH:24]=[CH:25][C:26]=1[OH:27])[NH:5][C:6]1[C:15]2[C:10](=[CH:11][CH:12]=[CH:13][C:14]=2[O:16][CH:17]2[CH2:22][CH2:21][N:20]([CH3:23])[CH2:19][CH2:18]2)[N:9]=[CH:8][N:7]=1.Cl[CH2:29][C:30]1[N:31]=[CH:32][S:33][CH:34]=1. (3) Given the product [S:1]1[C:5]2[CH:6]=[CH:7][CH:8]=[CH:9][C:4]=2[N:3]=[C:2]1[S:10][CH2:11][C@@H:12]([OH:25])[CH2:13][NH:14][C:18](=[O:19])[O:31][C:32]([CH3:35])([CH3:34])[CH3:33], predict the reactants needed to synthesize it. The reactants are: [S:1]1[C:5]2[CH:6]=[CH:7][CH:8]=[CH:9][C:4]=2[N:3]=[C:2]1[S:10][CH2:11][C@@H:12]([OH:25])[CH2:13][N:14]1[C:18](=[O:19])C2=CC=CC=C2C1=O.O.NN.C(OC([O:31][C:32]([CH3:35])([CH3:34])[CH3:33])=O)([O:31][C:32]([CH3:35])([CH3:34])[CH3:33])=O. (4) The reactants are: [OH:1][CH2:2][C:3]1[O:7][N:6]=[C:5]([C:8]2[CH:9]=[CH:10][C:11]([CH3:26])=[C:12]([NH:14][C:15]([C:17]3[N:21]4[CH:22]=[CH:23][CH:24]=[CH:25][C:20]4=[N:19][CH:18]=3)=[O:16])[CH:13]=2)[N:4]=1.CCN(C(C)C)C(C)C.[CH3:36][S:37](Cl)(=[O:39])=[O:38]. Given the product [CH3:36][S:37]([O:1][CH2:2][C:3]1[O:7][N:6]=[C:5]([C:8]2[CH:9]=[CH:10][C:11]([CH3:26])=[C:12]([NH:14][C:15]([C:17]3[N:21]4[CH:22]=[CH:23][CH:24]=[CH:25][C:20]4=[N:19][CH:18]=3)=[O:16])[CH:13]=2)[N:4]=1)(=[O:39])=[O:38], predict the reactants needed to synthesize it. (5) Given the product [NH2:30][CH:18]([CH:19]([CH3:21])[CH3:20])[CH2:17][N:14]1[CH2:15][CH2:16][CH:11]([NH:10][C:2]2[NH:3][C:4]3[CH:9]=[CH:8][CH:7]=[CH:6][C:5]=3[N:1]=2)[CH2:12][CH2:13]1, predict the reactants needed to synthesize it. The reactants are: [NH:1]1[C:5]2[CH:6]=[CH:7][CH:8]=[CH:9][C:4]=2[N:3]=[C:2]1[NH:10][CH:11]1[CH2:16][CH2:15][N:14]([CH2:17][C:18](=O)[CH:19]([CH3:21])[CH3:20])[CH2:13][CH2:12]1.C1(C[NH2:30])C=CC=CC=1. (6) Given the product [CH3:24][NH:25][C:12]([N:9]1[CH2:8][CH2:7][N:6]([CH2:1][CH2:2][CH2:3][C:4]#[CH:5])[CH2:11][CH2:10]1)=[O:14], predict the reactants needed to synthesize it. The reactants are: [CH2:1]([N:6]1[CH2:11][CH2:10][N:9]([C:12]([O:14]C2C=CC([N+]([O-])=O)=CC=2)=O)[CH2:8][CH2:7]1)[CH2:2][CH2:3][C:4]#[CH:5].[CH3:24][NH2:25]. (7) The reactants are: [NH2:1][CH2:2][C@H:3]1[N:8]([C:9]([C:11]2[N:12]=[C:13]([CH3:23])[S:14][C:15]=2[C:16]2[CH:17]=[C:18]([CH3:22])[CH:19]=[CH:20][CH:21]=2)=[O:10])[CH2:7][C@H:6]2[C@@H:4]1[CH2:5]2.[O:24]1[C:29]2[C:30]([C:34](O)=[O:35])=[CH:31][CH:32]=[CH:33][C:28]=2[NH:27][CH2:26][CH2:25]1. Given the product [CH3:23][C:13]1[S:14][C:15]([C:16]2[CH:17]=[C:18]([CH3:22])[CH:19]=[CH:20][CH:21]=2)=[C:11]([C:9]([N:8]2[CH2:7][C@H:6]3[C@H:4]([CH2:5]3)[C@H:3]2[CH2:2][NH:1][C:34]([C:30]2[C:29]3[O:24][CH2:25][CH2:26][NH:27][C:28]=3[CH:33]=[CH:32][CH:31]=2)=[O:35])=[O:10])[N:12]=1, predict the reactants needed to synthesize it. (8) Given the product [Br:12][C:13]1[CH:18]=[CH:17][C:16]([O:19][C:1](=[O:3])[CH3:2])=[C:15]([CH2:20][CH3:21])[CH:14]=1, predict the reactants needed to synthesize it. The reactants are: [C:1](Cl)(=[O:3])[CH3:2].C(N(CC)CC)C.[Br:12][C:13]1[CH:18]=[CH:17][C:16]([OH:19])=[C:15]([CH2:20][CH3:21])[CH:14]=1. (9) Given the product [CH:18]([CH:13]1[C:14](=[O:17])[CH2:15][CH2:16][N:11]([CH2:10][C:7]2[CH:6]=[CH:5][C:4]([C:3]([OH:31])=[O:2])=[CH:9][CH:8]=2)[CH2:12]1)([C:25]1[CH:26]=[CH:27][CH:28]=[CH:29][CH:30]=1)[C:19]1[CH:24]=[CH:23][CH:22]=[CH:21][CH:20]=1, predict the reactants needed to synthesize it. The reactants are: C[O:2][C:3](=[O:31])[C:4]1[CH:9]=[CH:8][C:7]([CH2:10][N:11]2[CH2:16][CH2:15][C:14](=[O:17])[CH:13]([CH:18]([C:25]3[CH:30]=[CH:29][CH:28]=[CH:27][CH:26]=3)[C:19]3[CH:24]=[CH:23][CH:22]=[CH:21][CH:20]=3)[CH2:12]2)=[CH:6][CH:5]=1.[OH-].[Na+].Cl. (10) Given the product [CH2:39]1[C:47]2[C:42](=[CH:43][CH:44]=[CH:45][CH:46]=2)[CH2:41][CH:40]1[NH:48][C:3]([C:5]1[N:14]2[C:8]([CH2:9][N:10]([C:19]([C:21]3[CH:26]=[CH:25][C:24]([C:27]4[CH:32]=[CH:31][CH:30]=[CH:29][C:28]=4[CH3:33])=[C:23]([O:34][CH3:35])[CH:22]=3)=[O:20])[C:11]3[CH:18]=[CH:17][CH:16]=[CH:15][C:12]=3[CH2:13]2)=[CH:7][CH:6]=1)=[O:4], predict the reactants needed to synthesize it. The reactants are: ClC(Cl)(Cl)[C:3]([C:5]1[N:14]2[C:8]([CH2:9][N:10]([C:19]([C:21]3[CH:26]=[CH:25][C:24]([C:27]4[CH:32]=[CH:31][CH:30]=[CH:29][C:28]=4[CH3:33])=[C:23]([O:34][CH3:35])[CH:22]=3)=[O:20])[C:11]3[CH:18]=[CH:17][CH:16]=[CH:15][C:12]=3[CH2:13]2)=[CH:7][CH:6]=1)=[O:4].Cl.[CH2:39]1[C:47]2[C:42](=[CH:43][CH:44]=[CH:45][CH:46]=2)[CH2:41][CH:40]1[NH2:48].C(N(CC)CC)C.